From a dataset of Forward reaction prediction with 1.9M reactions from USPTO patents (1976-2016). Predict the product of the given reaction. (1) Given the reactants [CH3:1][C:2]1([CH3:30])[C:10]2[N:9]=[N:8][C:7]([C:11]3[C:19]4[C:14](=[N:15][C:16]([CH3:20])=[CH:17][CH:18]=4)[N:13](COCC[Si](C)(C)C)[N:12]=3)=[N:6][C:5]=2[NH:4][C:3]1=[O:29], predict the reaction product. The product is: [CH3:1][C:2]1([CH3:30])[C:10]2[N:9]=[N:8][C:7]([C:11]3[C:19]4[C:14](=[N:15][C:16]([CH3:20])=[CH:17][CH:18]=4)[NH:13][N:12]=3)=[N:6][C:5]=2[NH:4][C:3]1=[O:29]. (2) Given the reactants N1([C:6](C2C=CN=C2)=[O:7])C=CN=C1.[F:13][C:14]1[CH:19]=[CH:18][C:17]([C:20]2[CH:25]=[CH:24][N:23]3[C:26]([C:29]4[CH:30]=[C:31]([NH2:35])[CH:32]=[CH:33][CH:34]=4)=[CH:27][N:28]=[C:22]3[CH:21]=2)=[CH:16][CH:15]=1.[C:36]([O:40][C:41](=[O:46])[NH:42][CH2:43][CH2:44][NH2:45])([CH3:39])([CH3:38])[CH3:37], predict the reaction product. The product is: [C:36]([O:40][C:41](=[O:46])[NH:42][CH2:43][CH2:44][NH:45][C:6]([NH:35][C:31]1[CH:32]=[CH:33][CH:34]=[C:29]([C:26]2[N:23]3[CH:24]=[CH:25][C:20]([C:17]4[CH:16]=[CH:15][C:14]([F:13])=[CH:19][CH:18]=4)=[CH:21][C:22]3=[N:28][CH:27]=2)[CH:30]=1)=[O:7])([CH3:39])([CH3:37])[CH3:38]. (3) Given the reactants [O:1]1[CH2:6][CH2:5][CH:4]([CH2:7][NH:8][C:9](=[O:15])[O:10][C:11]([CH3:14])([CH3:13])[CH3:12])[CH2:3][CH2:2]1.I[CH3:17].[H-].[Na+].[NH4+].[Cl-], predict the reaction product. The product is: [CH3:17][N:8]([CH2:7][CH:4]1[CH2:5][CH2:6][O:1][CH2:2][CH2:3]1)[C:9](=[O:15])[O:10][C:11]([CH3:12])([CH3:14])[CH3:13]. (4) Given the reactants BrC1C=CC2SC(CCC(OC(C)(C)C)=O)=C(C)C=2C=1.[Br:21][C:22]1[CH:38]=[CH:37][C:25]2[C:26]([CH3:36])=[C:27](/[CH:29]=[CH:30]/[C:31]([O:33][CH2:34][CH3:35])=[O:32])[S:28][C:24]=2[CH:23]=1, predict the reaction product. The product is: [Br:21][C:22]1[CH:38]=[CH:37][C:25]2[C:26]([CH3:36])=[C:27]([CH2:29][CH2:30][C:31]([O:33][CH2:34][CH3:35])=[O:32])[S:28][C:24]=2[CH:23]=1. (5) Given the reactants C([C@@:8]([NH2:22])([CH2:19][O:20][CH3:21])[C:9]([NH:11][CH2:12][C:13]1[CH:18]=[CH:17][CH:16]=[CH:15][CH:14]=1)=[O:10])(OC(C)(C)C)=O.Cl.[OH-].[Na+].[C:26](OC(=O)C)(=[O:28])[CH3:27], predict the reaction product. The product is: [CH3:27][C:26]([NH:22][C@@H:8]([C:9]([NH:11][CH2:12][C:13]1[CH:14]=[CH:15][CH:16]=[CH:17][CH:18]=1)=[O:10])[CH2:19][O:20][CH3:21])=[O:28]. (6) Given the reactants [Cl:1][C:2]1[C:6]([NH:7][CH3:8])=[CH:5][N:4]([C:9]2[CH:10]=[N:11][CH:12]=[CH:13][CH:14]=2)[N:3]=1.[Li+].C[Si]([N-][Si](C)(C)C)(C)C.[O:25]=[C:26]1[C@H:31]2[CH2:32][C@H:28]([CH:29]=[CH:30]2)[N:27]1[C:33]([O:35][C:36]([CH3:39])([CH3:38])[CH3:37])=[O:34], predict the reaction product. The product is: [Cl:1][C:2]1[C:6]([N:7]([CH3:8])[C:26]([C@H:31]2[CH2:32][C@@H:28]([NH:27][C:33](=[O:34])[O:35][C:36]([CH3:37])([CH3:38])[CH3:39])[CH:29]=[CH:30]2)=[O:25])=[CH:5][N:4]([C:9]2[CH:10]=[N:11][CH:12]=[CH:13][CH:14]=2)[N:3]=1.